From a dataset of Forward reaction prediction with 1.9M reactions from USPTO patents (1976-2016). Predict the product of the given reaction. (1) Given the reactants [CH:1]1([C:7]2[C:15]3[C:10](=[CH:11][C:12]([C:16]([O:18][CH3:19])=[O:17])=[CH:13][CH:14]=3)[NH:9][C:8]=2[C:20]2[CH:25]=[CH:24][CH:23]=[CH:22][CH:21]=2)[CH2:6][CH2:5][CH2:4][CH2:3][CH2:2]1.[H-].[Na+].Br[CH2:29][C:30]([O:32][C:33]([CH3:36])([CH3:35])[CH3:34])=[O:31], predict the reaction product. The product is: [C:33]([O:32][C:30](=[O:31])[CH2:29][N:9]1[C:10]2[C:15](=[CH:14][CH:13]=[C:12]([C:16]([O:18][CH3:19])=[O:17])[CH:11]=2)[C:7]([CH:1]2[CH2:6][CH2:5][CH2:4][CH2:3][CH2:2]2)=[C:8]1[C:20]1[CH:25]=[CH:24][CH:23]=[CH:22][CH:21]=1)([CH3:36])([CH3:35])[CH3:34]. (2) Given the reactants [CH3:1][N:2]1[CH2:7][CH2:6][NH:5][CH2:4][C:3]1=[O:8].[CH3:9][N:10]([CH2:53][CH:54]=O)[C:11](=[O:52])[C:12]1[CH:51]=[CH:50][CH:49]=[C:14]([C:15]([NH:17][C:18]2[CH:23]=[CH:22][C:21]([N:24]3[CH2:29][CH2:28][CH2:27][CH2:26][CH2:25]3)=[CH:20][C:19]=2[C:30]2[CH:35]=[C:34]([C:36](=[O:48])[NH:37][C@@H:38]3[C:47]4[C:42](=[CH:43][CH:44]=[CH:45][CH:46]=4)[CH2:41][CH2:40][CH2:39]3)[CH:33]=[CH:32][N:31]=2)=[O:16])[CH:13]=1.[BH3-]C#N.[Na+], predict the reaction product. The product is: [CH3:9][N:10]([CH2:53][CH2:54][N:5]1[CH2:6][CH2:7][N:2]([CH3:1])[C:3](=[O:8])[CH2:4]1)[C:11](=[O:52])[C:12]1[CH:51]=[CH:50][CH:49]=[C:14]([C:15]([NH:17][C:18]2[CH:23]=[CH:22][C:21]([N:24]3[CH2:25][CH2:26][CH2:27][CH2:28][CH2:29]3)=[CH:20][C:19]=2[C:30]2[CH:35]=[C:34]([C:36](=[O:48])[NH:37][C@@H:38]3[C:47]4[C:42](=[CH:43][CH:44]=[CH:45][CH:46]=4)[CH2:41][CH2:40][CH2:39]3)[CH:33]=[CH:32][N:31]=2)=[O:16])[CH:13]=1. (3) The product is: [C:4]1(=[O:5])[O:6][C:1](=[O:7])[CH:2]=[CH:3]1.[CH2:8]([O:30][CH:29]=[CH2:28])[CH2:9][CH2:10][CH2:11][CH2:12][CH2:13][CH2:14][CH2:15][CH2:16][CH2:17][CH2:18][CH2:19][CH2:20][CH2:21][CH2:22][CH2:23][CH2:24][CH3:25].[C:46]1(=[O:47])[O:48][C:43](=[O:49])[CH:44]=[CH:45]1.[CH3:67][O:66][CH:64]=[CH2:65]. Given the reactants [C:1]1(=[O:7])[O:6][C:4](=[O:5])[CH:3]=[CH:2]1.[CH2:8]=[CH:9][CH2:10][CH2:11][CH2:12][CH2:13][CH2:14][CH2:15][CH2:16][CH2:17][CH2:18][CH2:19][CH2:20][CH2:21][CH2:22][CH2:23][CH2:24][CH3:25].C1(=O)O[C:29](=[O:30])[CH:28]=C1.C=CCCCCCCCC.[C:43]1(=[O:49])[O:48][C:46](=[O:47])[CH:45]=[CH:44]1.C=CCCCCCCCCCCCC.[CH:64]([O:66][CH:67]=C)=[CH2:65], predict the reaction product. (4) Given the reactants [BH4-].[Na+].[CH3:3][C:4]1[CH:9]=[C:8]([N:10]2[CH2:14][CH:13]([N+:15]([O-])=O)[CH2:12][C:11]2=[O:18])[CH:7]=[CH:6][C:5]=1[N:19]1[CH2:25][CH2:24][CH2:23][CH2:22][O:21][C:20]1=[O:26].[C:27]([OH:33])([C:29]([F:32])([F:31])[F:30])=[O:28], predict the reaction product. The product is: [NH2:15][CH:13]1[CH2:14][N:10]([C:8]2[CH:7]=[CH:6][C:5]([N:19]3[CH2:25][CH2:24][CH2:23][CH2:22][O:21][C:20]3=[O:26])=[C:4]([CH3:3])[CH:9]=2)[C:11](=[O:18])[CH2:12]1.[F:30][C:29]([F:32])([F:31])[C:27]([O-:33])=[O:28]. (5) Given the reactants [F:1][C:2]([F:17])([F:16])[C:3]([F:15])([F:14])[C:4]([F:13])([F:12])[C:5]([F:11])([F:10])[S:6]([O-:9])(=[O:8])=[O:7].[OH:18][C:19]1[CH:24]=[CH:23][C:22]([S+:25]([C:32]2[CH:37]=[CH:36][CH:35]=[CH:34][CH:33]=2)[C:26]2[CH:31]=[CH:30][CH:29]=[CH:28][CH:27]=2)=[CH:21][CH:20]=1.[F:38][C:39]([F:54])([S:50](Cl)(=[O:52])=[O:51])[C:40]([F:49])([F:48])[CH:41]1[CH2:46][CH:45]2[CH2:47][CH:42]1[CH2:43][CH2:44]2.C(N(CC)CC)C.O, predict the reaction product. The product is: [F:17][C:2]([F:1])([F:16])[C:3]([F:14])([F:15])[C:4]([F:12])([F:13])[C:5]([F:10])([F:11])[S:6]([O-:9])(=[O:8])=[O:7].[F:54][C:39]([F:38])([S:50]([O:18][C:19]1[CH:24]=[CH:23][C:22]([S+:25]([C:32]2[CH:33]=[CH:34][CH:35]=[CH:36][CH:37]=2)[C:26]2[CH:31]=[CH:30][CH:29]=[CH:28][CH:27]=2)=[CH:21][CH:20]=1)(=[O:52])=[O:51])[C:40]([F:48])([F:49])[CH:41]1[CH2:46][CH:45]2[CH2:47][CH:42]1[CH2:43][CH2:44]2. (6) Given the reactants [CH3:1][N:2]([CH2:4][CH:5]1[CH2:14][CH2:13][C:12]2[C:7](=[CH:8][CH:9]=[CH:10][CH:11]=2)[C:6]1([CH2:16][C:17]1[CH:22]=[CH:21][CH:20]=[CH:19][C:18]=1[O:23][CH3:24])O)[CH3:3].COC1C=CC=CC=1C[Cl:30].CN(CC1CCC2C(=CC=CC=2)C1=O)C.C(=O)([O-])[O-].[K+].[K+].C[Si](C)(C)Cl.O, predict the reaction product. The product is: [ClH:30].[CH3:24][O:23][C:18]1[CH:19]=[CH:20][CH:21]=[CH:22][C:17]=1/[CH:16]=[C:6]1\[CH:5]([CH2:4][N:2]([CH3:3])[CH3:1])[CH2:14][CH2:13][C:12]2[C:7]\1=[CH:8][CH:9]=[CH:10][CH:11]=2. (7) Given the reactants [Cl:1][C:2]1[C:3]2[C:10](I)=[CH:9][N:8]([CH2:12][O:13][CH2:14][CH2:15][Si:16]([CH3:19])([CH3:18])[CH3:17])[C:4]=2[N:5]=[CH:6][N:7]=1.[NH2:20][C:21]1[CH:22]=[C:23]([SH:27])[CH:24]=[CH:25][CH:26]=1.C(=O)([O-])[O-].[K+].[K+], predict the reaction product. The product is: [Cl:1][C:2]1[C:3]2[C:10]([S:27][C:23]3[CH:22]=[C:21]([CH:26]=[CH:25][CH:24]=3)[NH2:20])=[CH:9][N:8]([CH2:12][O:13][CH2:14][CH2:15][Si:16]([CH3:19])([CH3:18])[CH3:17])[C:4]=2[N:5]=[CH:6][N:7]=1. (8) Given the reactants S(=[N:3][C:4]1[CH:5]=[C:6]([CH:29]=[CH:30][CH:31]=1)[C:7]([NH:9][C:10]1[C:15]([CH3:16])=[CH:14][C:13]([C:17]([F:26])([C:22]([F:25])([F:24])[F:23])[C:18]([F:21])([F:20])[F:19])=[CH:12][C:11]=1[CH2:27][CH3:28])=[O:8])=O.Cl, predict the reaction product. The product is: [NH2:3][C:4]1[CH:5]=[C:6]([CH:29]=[CH:30][CH:31]=1)[C:7]([NH:9][C:10]1[C:15]([CH3:16])=[CH:14][C:13]([C:17]([F:26])([C:22]([F:23])([F:24])[F:25])[C:18]([F:19])([F:20])[F:21])=[CH:12][C:11]=1[CH2:27][CH3:28])=[O:8]. (9) Given the reactants C(OC([NH:8][CH2:9][CH2:10][O:11][C:12]1[CH:17]=[CH:16][C:15]([CH2:18][CH2:19][CH2:20][CH2:21][NH2:22])=[CH:14][CH:13]=1)=O)(C)(C)C.C([NH:27][C:28]([NH:30][C:31]([C:33]1[C:38]([NH2:39])=[N:37][C:36]([NH2:40])=[C:35]([Cl:41])[N:34]=1)=[O:32])=N)CCC, predict the reaction product. The product is: [ClH:41].[NH2:8][CH2:9][CH2:10][O:11][C:12]1[CH:13]=[CH:14][C:15]([CH2:18][CH2:19][CH2:20][CH2:21][NH:22][C:28]([NH:30][C:31]([C:33]2[C:38]([NH2:39])=[N:37][C:36]([NH2:40])=[C:35]([Cl:41])[N:34]=2)=[O:32])=[NH:27])=[CH:16][CH:17]=1.